From a dataset of TCR-epitope binding with 47,182 pairs between 192 epitopes and 23,139 TCRs. Binary Classification. Given a T-cell receptor sequence (or CDR3 region) and an epitope sequence, predict whether binding occurs between them. The epitope is TPINLVRDL. The TCR CDR3 sequence is CASSSGGGEQYF. Result: 0 (the TCR does not bind to the epitope).